Dataset: Hepatocyte clearance measurements from AstraZeneca. Task: Regression/Classification. Given a drug SMILES string, predict its absorption, distribution, metabolism, or excretion properties. Task type varies by dataset: regression for continuous measurements (e.g., permeability, clearance, half-life) or binary classification for categorical outcomes (e.g., BBB penetration, CYP inhibition). For this dataset (clearance_hepatocyte_az), we predict log10(clearance) (log10 of the in vitro intrinsic clearance, CLint, in uL/min per 10^6 hepatocytes; values are censored to the assay range of 3 to 150, which is 0.477 to 2.18 on this log10 scale). (1) The drug is Cc1ccc(/C(=C\CN2CCCC2)c2ccccn2)cc1. The log10(clearance) is 1.92. (2) The log10(clearance) is 1.58. The compound is COc1ccc(-c2ccc3c(N4CCOC[C@@H]4C)nc(N4CCOC[C@@H]4C)nc3n2)cc1C(C)O. (3) The molecule is Cc1cc(CN(CC(=O)Nc2ccc(Cl)cc2Cl)C2CCCCC2)ccc1OCC(=O)O. The log10(clearance) is 1.64. (4) The molecule is Cc1ncc2n1-c1ccc(Cl)cc1C(c1ccccc1F)=NC2. The log10(clearance) is 2.08. (5) The log10(clearance) is 1.03. The compound is COCc1c(C(C)C)nc(C(C)C)c(/C=C/[C@@H](O)C[C@@H](O)CC(=O)O)c1-c1ccc(F)cc1. (6) The molecule is CC(C)(C)NC(=O)NCCN1CCC(CO)(CNC(=O)c2cc(Cl)cc(Cl)c2)CC1. The log10(clearance) is 0.850. (7) The molecule is C=CC(=O)Nc1ccccc1. The log10(clearance) is 1.49.